Dataset: Catalyst prediction with 721,799 reactions and 888 catalyst types from USPTO. Task: Predict which catalyst facilitates the given reaction. Reactant: ClC1C=C(CC(O)=O)C=CC=1.Cl.NCCCC(OCC)=O.CCN=C=NCCCN(C)C.Cl.C([O:36][C:37](=[O:52])[CH2:38][CH2:39][CH2:40][NH:41][C:42](=[O:51])[CH2:43][C:44]1[CH:49]=[CH:48][CH:47]=[C:46]([Cl:50])[CH:45]=1)C. Product: [Cl:50][C:46]1[CH:45]=[C:44]([CH2:43][C:42]([NH:41][CH2:40][CH2:39][CH2:38][C:37]([OH:52])=[O:36])=[O:51])[CH:49]=[CH:48][CH:47]=1. The catalyst class is: 166.